Dataset: Catalyst prediction with 721,799 reactions and 888 catalyst types from USPTO. Task: Predict which catalyst facilitates the given reaction. (1) Reactant: [O:1]=[C:2]1[NH:6][C@H:5]([C:7]([O:9][C:10]([CH3:13])([CH3:12])[CH3:11])=[O:8])[CH2:4][CH2:3]1.[H-].[Na+].[CH2:16](I)[CH3:17].O. Product: [CH2:16]([N:6]1[C:2](=[O:1])[CH2:3][CH2:4][C@H:5]1[C:7]([O:9][C:10]([CH3:13])([CH3:12])[CH3:11])=[O:8])[CH3:17]. The catalyst class is: 207. (2) Reactant: [C:1]([N:8]1[CH2:13][CH2:12][NH:11][CH2:10][CH2:9]1)([O:3][C:4]([CH3:7])([CH3:6])[CH3:5])=[O:2].CN(C(ON1N=N[C:24]2[CH:25]=[CH:26][CH:27]=N[C:23]1=2)=[N+](C)C)C.F[P-](F)(F)(F)(F)F.[C:38]1([CH:44](C)[C:45](O)=[O:46])C=CC=CC=1.[CH3:49]N(C=O)C. Product: [CH3:38][CH:44]([N:11]1[CH2:10][CH2:9][N:8]([C:1]([O:3][C:4]([CH3:7])([CH3:6])[CH3:5])=[O:2])[CH2:13][CH2:12]1)[C:45](=[O:46])[C:23]1[CH:24]=[CH:25][CH:26]=[CH:27][CH:49]=1. The catalyst class is: 27. (3) Reactant: C(OC(=O)[NH:7][CH:8]1[CH2:11][N:10]([C:12]2[CH:17]=[CH:16][N:15]=[C:14](Cl)[N:13]=2)[CH2:9]1)(C)(C)C.ClC1N=[C:25](Cl)[CH:24]=[CH:23][N:22]=1.[CH:28](N(CC)C(C)C)(C)C.Cl.C(OC(=O)NC1CNC1)(C)(C)C. Product: [NH2:7][CH:8]1[CH2:9][N:10]([C:12]2[CH:17]=[CH:16][N:15]=[C:14]([NH:22][CH2:23][CH2:24][CH2:25][CH3:28])[N:13]=2)[CH2:11]1. The catalyst class is: 41. (4) Reactant: [ClH:1].[CH3:2][N:3]([CH3:32])[C@H:4]1[CH2:8][CH2:7][N:6]([C:9]2[CH:10]=[N:11][C:12]3[C:17]([CH:18]=2)=[CH:16][C:15]([S:19][C:20]2[N:24]4[CH:25]=[C:26]([C:29](=O)[CH3:30])[CH:27]=[CH:28][C:23]4=[N:22][N:21]=2)=[CH:14][CH:13]=3)[CH2:5]1.[NH2:33][O:34][CH2:35][CH2:36][OH:37]. Product: [ClH:1].[OH:37][CH2:36][CH2:35][O:34]/[N:33]=[C:29](/[C:26]1[CH:27]=[CH:28][C:23]2[N:24]([C:20]([S:19][C:15]3[CH:16]=[C:17]4[C:12](=[CH:13][CH:14]=3)[N:11]=[CH:10][C:9]([N:6]3[CH2:7][CH2:8][C@H:4]([N:3]([CH3:32])[CH3:2])[CH2:5]3)=[CH:18]4)=[N:21][N:22]=2)[CH:25]=1)\[CH3:30]. The catalyst class is: 240.